Dataset: Forward reaction prediction with 1.9M reactions from USPTO patents (1976-2016). Task: Predict the product of the given reaction. The product is: [CH3:10][O:9][CH2:8][C:5]1[CH:6]=[CH:7][C:2]([C:11]#[N:12])=[N:3][CH:4]=1. Given the reactants Cl[C:2]1[CH:7]=[CH:6][C:5]([CH2:8][O:9][CH3:10])=[CH:4][N:3]=1.[C:11]([Zn]C#N)#[N:12].CN(C=O)C, predict the reaction product.